Dataset: Forward reaction prediction with 1.9M reactions from USPTO patents (1976-2016). Task: Predict the product of the given reaction. Given the reactants [H-].[Na+].[Cl:3][C:4]1[N:9]=[CH:8][C:7]([CH2:10][NH:11][C:12]2[N:16]=[C:15]([S:17][CH3:18])[NH:14][N:13]=2)=[CH:6][CH:5]=1.[C:19](Cl)(=[O:23])[C:20]#[C:21][CH3:22].O, predict the reaction product. The product is: [Cl:3][C:4]1[N:9]=[CH:8][C:7]([CH2:10][N:11]2[C:21]([CH3:22])=[CH:20][C:19](=[O:23])[N:13]3[N:14]=[C:15]([S:17][CH3:18])[N:16]=[C:12]23)=[CH:6][CH:5]=1.